This data is from Full USPTO retrosynthesis dataset with 1.9M reactions from patents (1976-2016). The task is: Predict the reactants needed to synthesize the given product. (1) Given the product [Br:29][CH2:15][C:11]1[CH:10]=[C:9]([NH:8][C:5]2[N:4]=[C:3]([NH:17][CH2:18][CH2:19][C:20]3[CH:21]=[C:22]([OH:26])[CH:23]=[CH:24][CH:25]=3)[C:2]([Cl:1])=[CH:7][N:6]=2)[CH:14]=[CH:13][CH:12]=1, predict the reactants needed to synthesize it. The reactants are: [Cl:1][C:2]1[C:3]([NH:17][CH2:18][CH2:19][C:20]2[CH:25]=[CH:24][CH:23]=[C:22]([O:26]C)[CH:21]=2)=[N:4][C:5]([NH:8][C:9]2[CH:10]=[C:11]([CH2:15]O)[CH:12]=[CH:13][CH:14]=2)=[N:6][CH:7]=1.B(Br)(Br)[Br:29].O. (2) Given the product [Br:12][C:13]1[CH:18]=[CH:17][N:16]=[C:15]([NH:1][C:2]2[CH:7]=[CH:6][N:5]=[C:4]([CH3:8])[C:3]=2[N+:9]([O-:11])=[O:10])[CH:14]=1, predict the reactants needed to synthesize it. The reactants are: [NH2:1][C:2]1[CH:7]=[CH:6][N:5]=[C:4]([CH3:8])[C:3]=1[N+:9]([O-:11])=[O:10].[Br:12][C:13]1[CH:18]=[CH:17][N:16]=[C:15](F)[CH:14]=1.C(=O)([O-])[O-].[Cs+].[Cs+].